Dataset: Forward reaction prediction with 1.9M reactions from USPTO patents (1976-2016). Task: Predict the product of the given reaction. (1) Given the reactants [CH3:1][C:2]1[CH:3]=[C:4]2[C:8](=[C:9]([CH:11]=O)[CH:10]=1)[NH:7][CH:6]=[CH:5]2.[NH2:13][CH2:14][CH2:15][OH:16].[H][H], predict the reaction product. The product is: [OH:16][CH2:15][CH2:14][NH:13][CH2:11][C:9]1[CH:10]=[C:2]([CH3:1])[CH:3]=[C:4]2[C:8]=1[NH:7][CH:6]=[CH:5]2. (2) The product is: [CH3:1][C:2]([OH:18])([CH2:7][CH2:8][CH2:9][CH:10]([CH3:17])[CH2:11][CH2:12][CH2:13][CH:14]([CH3:15])[CH3:16])[CH:3]([OH:6])[CH2:4][OH:5].[OH2:5]. Given the reactants [CH3:1][C:2]([OH:18])([CH2:7][CH2:8][CH2:9][CH:10]([CH3:17])[CH2:11][CH2:12][CH2:13][CH:14]([CH3:16])[CH3:15])[CH:3]([OH:6])[CH2:4][OH:5], predict the reaction product.